This data is from Forward reaction prediction with 1.9M reactions from USPTO patents (1976-2016). The task is: Predict the product of the given reaction. Given the reactants [CH2:1]([N:5]1[C:13]2[C:8](=[CH:9][C:10]([OH:14])=[CH:11][CH:12]=2)[CH:7]=[N:6]1)[CH:2]([CH3:4])[CH3:3].C([O-])([O-])=O.[K+].[K+].F[C:22]1[CH:29]=[CH:28][C:27]([F:30])=[CH:26][C:23]=1[C:24]#[N:25], predict the reaction product. The product is: [F:30][C:27]1[CH:28]=[CH:29][C:22]([O:14][C:10]2[CH:9]=[C:8]3[C:13](=[CH:12][CH:11]=2)[N:5]([CH2:1][CH:2]([CH3:4])[CH3:3])[N:6]=[CH:7]3)=[C:23]([CH:26]=1)[C:24]#[N:25].